Dataset: Full USPTO retrosynthesis dataset with 1.9M reactions from patents (1976-2016). Task: Predict the reactants needed to synthesize the given product. (1) Given the product [F:19][C:20]1[CH:21]=[C:22]([O:26][C:27]2[CH:34]=[CH:33][C:30]([CH2:31][NH:32][C:11](=[O:13])[C:10]3[CH:14]=[CH:15][C:16]([CH3:18])=[N:17][C:9]=3[NH2:8])=[CH:29][CH:28]=2)[CH:23]=[CH:24][CH:25]=1, predict the reactants needed to synthesize it. The reactants are: C(N(CC)CC)C.[NH2:8][C:9]1[N:17]=[C:16]([CH3:18])[CH:15]=[CH:14][C:10]=1[C:11]([OH:13])=O.[F:19][C:20]1[CH:21]=[C:22]([O:26][C:27]2[CH:34]=[CH:33][C:30]([CH2:31][NH2:32])=[CH:29][CH:28]=2)[CH:23]=[CH:24][CH:25]=1.CN([P+](ON1N=NC2C=CC=CC1=2)(N(C)C)N(C)C)C.F[P-](F)(F)(F)(F)F. (2) Given the product [F:20][C:17]1[CH:18]=[C:19]2[C:9]3[C:10](=[CH:11][N:12]=[C:7]([C:29]4[CH:28]=[N:27][CH:26]=[C:25]([O:24][CH3:23])[CH:30]=4)[CH:8]=3)[NH:13][C:14]2=[N:15][CH:16]=1, predict the reactants needed to synthesize it. The reactants are: FC(F)(F)S(O[C:7]1[CH:8]=[C:9]2[C:19]3[C:14](=[N:15][CH:16]=[C:17]([F:20])[CH:18]=3)[NH:13][C:10]2=[CH:11][N:12]=1)(=O)=O.[CH3:23][O:24][C:25]1[CH:26]=[N:27][CH:28]=[C:29](B2OC(C)(C)C(C)(C)O2)[CH:30]=1.C(=O)([O-])[O-].[Cs+].[Cs+].C(OCC)(=O)C. (3) Given the product [C:13]([C:9]1[CH:8]=[C:7]2[C:12](=[CH:11][CH:10]=1)[CH:4]([NH2:3])[CH2:5][CH2:6]2)([CH3:16])([CH3:14])[CH3:15], predict the reactants needed to synthesize it. The reactants are: CO/[N:3]=[C:4]1/[CH2:5][CH2:6][C:7]2[C:12]/1=[CH:11][CH:10]=[C:9]([C:13]([CH3:16])([CH3:15])[CH3:14])[CH:8]=2.N. (4) Given the product [CH3:19][O:20][C:21]1[CH:22]=[C:23]([CH:24]([N:25]([CH3:27])[CH3:26])[C:5]2[C:6]3[C:11](=[CH:10][CH:9]=[CH:8][CH:7]=3)[N:3]([CH2:1][CH3:2])[C:4]=2[C:12]2[CH:17]=[CH:16][CH:15]=[CH:14][CH:13]=2)[CH:28]=[CH:29][C:30]=1[O:31][CH3:32], predict the reactants needed to synthesize it. The reactants are: [CH2:1]([N:3]1[C:11]2[C:6](=[CH:7][CH:8]=[CH:9][CH:10]=2)[CH:5]=[C:4]1[C:12]1[CH:17]=[CH:16][CH:15]=[CH:14][CH:13]=1)[CH3:2].[Cl-].[CH3:19][O:20][C:21]1[CH:22]=[C:23]([CH:28]=[CH:29][C:30]=1[O:31][CH3:32])[CH:24]=[N+:25]([CH3:27])[CH3:26].COC1C=C(C=CC=1OC)C=O.CNC. (5) Given the product [C:54]([O:53][C@@H:49]([C@H:45]([O:44][C:36](=[O:43])[C:37]1[CH:38]=[CH:39][CH:40]=[CH:41][CH:42]=1)[C:46]([OH:48])=[O:47])[C:50]([OH:52])=[O:51])(=[O:61])[C:55]1[CH:60]=[CH:59][CH:58]=[CH:57][CH:56]=1.[CH3:1][O:2][C:3]1[N:8]=[C:7](/[CH:9]=[CH:10]/[C:11]2[N:29]=[C:14]3[C@H:15]([C:19]4[CH:24]=[CH:23][CH:22]=[CH:21][C:20]=4[C:25]([F:28])([F:27])[F:26])[CH2:16][CH2:17][CH2:18][N:13]3[N:12]=2)[CH:6]=[CH:5][C:4]=1[N:30]1[CH:34]=[C:33]([CH3:35])[N:32]=[CH:31]1, predict the reactants needed to synthesize it. The reactants are: [CH3:1][O:2][C:3]1[N:8]=[C:7](/[CH:9]=[CH:10]/[C:11]2[N:29]=[C:14]3[CH:15]([C:19]4[CH:24]=[CH:23][CH:22]=[CH:21][C:20]=4[C:25]([F:28])([F:27])[F:26])[CH2:16][CH2:17][CH2:18][N:13]3[N:12]=2)[CH:6]=[CH:5][C:4]=1[N:30]1[CH:34]=[C:33]([CH3:35])[N:32]=[CH:31]1.[C:36]([O:44][C@@H:45]([C@H:49]([O:53][C:54](=[O:61])[C:55]1[CH:60]=[CH:59][CH:58]=[CH:57][CH:56]=1)[C:50]([OH:52])=[O:51])[C:46]([OH:48])=[O:47])(=[O:43])[C:37]1[CH:42]=[CH:41][CH:40]=[CH:39][CH:38]=1.